From a dataset of Reaction yield outcomes from USPTO patents with 853,638 reactions. Predict the reaction yield, written as a fraction of the theoretical maximum amount of product (1.0 means a 100% yield; for example, 0.34 means a 34% yield). The reactants are Cl[C:2]([O:4][CH2:5][CH3:6])=[O:3].[F:7][C:8]([F:18])([F:17])[O:9][C:10]1[CH:16]=[CH:15][CH:14]=[CH:13][C:11]=1[NH2:12].C(=O)([O-])[O-].[Na+].[Na+].O1CCOCC1. The catalyst is O. The product is [F:7][C:8]([F:17])([F:18])[O:9][C:10]1[CH:16]=[CH:15][CH:14]=[CH:13][C:11]=1[NH:12][C:2](=[O:3])[O:4][CH2:5][CH3:6]. The yield is 0.840.